Dataset: Peptide-MHC class I binding affinity with 185,985 pairs from IEDB/IMGT. Task: Regression. Given a peptide amino acid sequence and an MHC pseudo amino acid sequence, predict their binding affinity value. This is MHC class I binding data. (1) The peptide sequence is LPQGMVLSC. The MHC is HLA-A24:02 with pseudo-sequence HLA-A24:02. The binding affinity (normalized) is 0. (2) The peptide sequence is PYLQLQPFL. The MHC is HLA-A30:02 with pseudo-sequence HLA-A30:02. The binding affinity (normalized) is 0.262. (3) The peptide sequence is MQVFFGYFA. The MHC is HLA-A68:02 with pseudo-sequence HLA-A68:02. The binding affinity (normalized) is 0.770. (4) The peptide sequence is VYAPAGVEL. The MHC is HLA-C05:01 with pseudo-sequence HLA-C05:01. The binding affinity (normalized) is 0.0847.